This data is from Reaction yield outcomes from USPTO patents with 853,638 reactions. The task is: Predict the reaction yield, written as a fraction of the theoretical maximum amount of product (1.0 means a 100% yield; for example, 0.34 means a 34% yield). (1) The reactants are CO.C1COCC1.[CH3:8][O:9][C:10](=[O:39])[CH2:11][CH2:12][C:13]1[CH:18]=[CH:17][C:16]([NH:19][CH2:20][C:21]2[CH:26]=[CH:25][C:24]([O:27][CH2:28][C:29](=[N:36][O:37][CH3:38])[C:30]3[CH:35]=[CH:34][CH:33]=[CH:32][CH:31]=3)=[CH:23][CH:22]=2)=[CH:15][CH:14]=1.[OH-].[Na+]. The catalyst is O. The product is [CH3:38][O:37]/[N:36]=[C:29](/[C:30]1[CH:35]=[CH:34][CH:33]=[CH:32][CH:31]=1)\[CH2:28][O:27][C:24]1[CH:25]=[CH:26][C:21]([CH2:20][NH:19][C:16]2[CH:17]=[CH:18][C:13]([CH2:12][CH2:11][C:10]([O:9][CH3:8])=[O:39])=[CH:14][CH:15]=2)=[CH:22][CH:23]=1. The yield is 0.842. (2) The reactants are Cl[C:2]1[C:7]([C:8]([O:10][CH2:11][CH3:12])=[O:9])=[CH:6][N:5]=[C:4]([S:13][CH3:14])[N:3]=1.[NH3:15]. The catalyst is CO.CCOC(C)=O. The product is [NH2:15][C:2]1[C:7]([C:8]([O:10][CH2:11][CH3:12])=[O:9])=[CH:6][N:5]=[C:4]([S:13][CH3:14])[N:3]=1. The yield is 0.660.